Dataset: Catalyst prediction with 721,799 reactions and 888 catalyst types from USPTO. Task: Predict which catalyst facilitates the given reaction. Reactant: [CH3:1][O:2][C:3](=[O:20])[CH2:4][C:5]1[C:14]([CH3:15])=[C:13]([C:16](Cl)=[O:17])[C:12]2[C:7](=[CH:8][CH:9]=[C:10]([F:19])[CH:11]=2)[CH:6]=1.[C:21]([O:25][C:26]([N:28]1[CH2:33][CH2:32][NH:31][CH2:30][CH2:29]1)=[O:27])([CH3:24])([CH3:23])[CH3:22].C(N(CC)CC)C. Product: [C:21]([O:25][C:26]([N:28]1[CH2:33][CH2:32][N:31]([C:16]([C:13]2[C:12]3[C:7](=[CH:8][CH:9]=[C:10]([F:19])[CH:11]=3)[CH:6]=[C:5]([CH2:4][C:3]([O:2][CH3:1])=[O:20])[C:14]=2[CH3:15])=[O:17])[CH2:30][CH2:29]1)=[O:27])([CH3:24])([CH3:22])[CH3:23]. The catalyst class is: 4.